Task: Predict the product of the given reaction.. Dataset: Forward reaction prediction with 1.9M reactions from USPTO patents (1976-2016) (1) Given the reactants CN(C=[O:5])C.[F:6][C:7]1[CH:12]=[C:11]([F:13])[CH:10]=[CH:9][C:8]=1[C@@H:14]([NH:16][C:17]1[CH:22]=[C:21]([C:23]2[CH:24]=[N:25][N:26]3[CH:31]=[CH:30][CH:29]=[N:28][C:27]=23)[N:20]=[C:19]([S:32][CH3:33])[N:18]=1)[CH3:15].ClC1C=C(C=CC=1)C(OO)=O.C(OCC)(=O)C.[Cl-].[Na+].[OH2:53], predict the reaction product. The product is: [F:6][C:7]1[CH:12]=[C:11]([F:13])[CH:10]=[CH:9][C:8]=1[C@@H:14]([NH:16][C:17]1[CH:22]=[C:21]([C:23]2[CH:24]=[N:25][N:26]3[CH:31]=[CH:30][CH:29]=[N:28][C:27]=23)[N:20]=[C:19]([S:32]([CH3:33])(=[O:5])=[O:53])[N:18]=1)[CH3:15]. (2) Given the reactants C([N:8]1[CH2:13][CH2:12][N:11]([C:14]([O:16][C:17]([CH3:20])([CH3:19])[CH3:18])=[O:15])[CH2:10][CH:9]1[CH:21]([F:23])[F:22])C1C=CC=CC=1.[H][H], predict the reaction product. The product is: [F:23][CH:21]([F:22])[CH:9]1[NH:8][CH2:13][CH2:12][N:11]([C:14]([O:16][C:17]([CH3:19])([CH3:18])[CH3:20])=[O:15])[CH2:10]1. (3) Given the reactants Cl[C:2]1[C:7]([O:8][CH2:9][CH3:10])=[C:6]([Cl:11])[N:5]=[C:4]([C:12]2[CH:17]=[CH:16][C:15]([N+:18]([O-:20])=[O:19])=[CH:14][CH:13]=2)[N:3]=1.[NH:21]1[CH2:26][CH2:25][O:24][CH2:23][CH2:22]1.[NH4+].[Cl-], predict the reaction product. The product is: [Cl:11][C:6]1[N:5]=[C:4]([C:12]2[CH:17]=[CH:16][C:15]([N+:18]([O-:20])=[O:19])=[CH:14][CH:13]=2)[N:3]=[C:2]([N:21]2[CH2:26][CH2:25][O:24][CH2:23][CH2:22]2)[C:7]=1[O:8][CH2:9][CH3:10]. (4) Given the reactants [Cl:1][C:2]1[CH:7]=[CH:6][C:5]([CH2:8]Cl)=[CH:4][N:3]=1.[C:10]([O:14][C:15]([N:17]1[CH2:22][CH2:21][CH:20]([NH2:23])[CH2:19][CH2:18]1)=[O:16])([CH3:13])([CH3:12])[CH3:11].C(N(CC)C(C)C)(C)C, predict the reaction product. The product is: [Cl:1][C:2]1[N:3]=[CH:4][C:5]([CH2:8][NH:23][CH:20]2[CH2:19][CH2:18][N:17]([C:15]([O:14][C:10]([CH3:13])([CH3:12])[CH3:11])=[O:16])[CH2:22][CH2:21]2)=[CH:6][CH:7]=1. (5) Given the reactants [N:1]1[CH:6]=[CH:5][CH:4]=[C:3]([CH2:7][NH:8][C:9]([C:11]2[CH:12]=[C:13]([CH2:19][CH2:20][C:21]([O:23]C)=[O:22])[CH:14]=[CH:15][C:16]=2[O:17][CH3:18])=[O:10])[CH:2]=1.[OH-].[Na+], predict the reaction product. The product is: [N:1]1[CH:6]=[CH:5][CH:4]=[C:3]([CH2:7][NH:8][C:9]([C:11]2[CH:12]=[C:13]([CH2:19][CH2:20][C:21]([OH:23])=[O:22])[CH:14]=[CH:15][C:16]=2[O:17][CH3:18])=[O:10])[CH:2]=1. (6) Given the reactants [Cl:1][C:2]1[CH:24]=[CH:23][CH:22]=[C:21]([F:25])[C:3]=1[CH2:4][N:5]1[C:13]2[C:8](=[CH:9][CH:10]=[C:11]([C:14]([F:19])([F:18])[C:15]([OH:17])=[O:16])[CH:12]=2)[C:7]([CH3:20])=[N:6]1.[OH-].[K+:27], predict the reaction product. The product is: [Cl:1][C:2]1[CH:24]=[CH:23][CH:22]=[C:21]([F:25])[C:3]=1[CH2:4][N:5]1[C:13]2[C:8](=[CH:9][CH:10]=[C:11]([C:14]([F:19])([F:18])[C:15]([O-:17])=[O:16])[CH:12]=2)[C:7]([CH3:20])=[N:6]1.[K+:27]. (7) Given the reactants [Cl:1][C:2]1[CH:20]=[CH:19][C:5]([CH:6]([N:13]2[CH2:18][CH2:17][NH:16][CH2:15][CH2:14]2)[C:7]2[CH:12]=[CH:11][CH:10]=[CH:9][CH:8]=2)=[CH:4][CH:3]=1.[CH3:21][C:22]1[S:26][C:25]([C:27](O)=[O:28])=[CH:24][CH:23]=1.CCN=C=NCCCN(C)C.Cl.CN1CCOCC1, predict the reaction product. The product is: [Cl:1][C:2]1[CH:3]=[CH:4][C:5]([CH:6]([C:7]2[CH:8]=[CH:9][CH:10]=[CH:11][CH:12]=2)[N:13]2[CH2:14][CH2:15][N:16]([C:27]([C:25]3[S:26][C:22]([CH3:21])=[CH:23][CH:24]=3)=[O:28])[CH2:17][CH2:18]2)=[CH:19][CH:20]=1. (8) Given the reactants [OH:1][C:2]1[CH:3]=[C:4]2[C:9](=[CH:10][CH:11]=1)[C:8](=[O:12])[N:7]([C:13]1[CH:18]=[CH:17][C:16]([O:19][CH3:20])=[CH:15][CH:14]=1)[CH:6]=[CH:5]2.[Br:21]N1C(=O)CCC1=O.C(=O)(O)[O-].[Na+], predict the reaction product. The product is: [Br:21][C:5]1[C:4]2[C:9](=[CH:10][CH:11]=[C:2]([OH:1])[CH:3]=2)[C:8](=[O:12])[N:7]([C:13]2[CH:18]=[CH:17][C:16]([O:19][CH3:20])=[CH:15][CH:14]=2)[CH:6]=1. (9) The product is: [CH3:38][O:37][C:34]1[CH:33]=[CH:32][C:31]([CH2:30][N:8]([CH2:7][C:6]2[CH:5]=[CH:4][C:3]([O:2][CH3:1])=[CH:40][CH:39]=2)[C:9]2[N:10]=[CH:11][C:12]([C:15]3[C:16]4[CH2:29][CH2:28][N:27]([C:42]5[CH:58]=[CH:57][C:45]([C:46]([NH:48][CH2:49][CH2:50][C:51]6[CH:52]=[N:53][CH:54]=[CH:55][CH:56]=6)=[O:47])=[CH:44][C:43]=5[CH3:59])[C:17]=4[N:18]=[C:19]([N:21]4[CH2:26][CH2:25][O:24][CH2:23][CH2:22]4)[N:20]=3)=[CH:13][N:14]=2)=[CH:36][CH:35]=1. Given the reactants [CH3:1][O:2][C:3]1[CH:40]=[CH:39][C:6]([CH2:7][N:8]([CH2:30][C:31]2[CH:36]=[CH:35][C:34]([O:37][CH3:38])=[CH:33][CH:32]=2)[C:9]2[N:14]=[CH:13][C:12]([C:15]3[C:16]4[CH2:29][CH2:28][NH:27][C:17]=4[N:18]=[C:19]([N:21]4[CH2:26][CH2:25][O:24][CH2:23][CH2:22]4)[N:20]=3)=[CH:11][N:10]=2)=[CH:5][CH:4]=1.Br[C:42]1[CH:58]=[CH:57][C:45]([C:46]([NH:48][CH2:49][CH2:50][C:51]2[CH:52]=[N:53][CH:54]=[CH:55][CH:56]=2)=[O:47])=[CH:44][C:43]=1[CH3:59], predict the reaction product. (10) Given the reactants [C:1]([N:8]1[CH2:12][CH2:11][C@H:10]([O:13][CH3:14])[C@H:9]1[C:15](OC)=[O:16])([O:3][C:4]([CH3:7])([CH3:6])[CH3:5])=[O:2].[Cl-].[Li+].[BH4-].[Na+].CCO, predict the reaction product. The product is: [C:1]([N:8]1[CH2:12][CH2:11][C@H:10]([O:13][CH3:14])[C@H:9]1[CH2:15][OH:16])([O:3][C:4]([CH3:7])([CH3:6])[CH3:5])=[O:2].